This data is from Full USPTO retrosynthesis dataset with 1.9M reactions from patents (1976-2016). The task is: Predict the reactants needed to synthesize the given product. (1) Given the product [CH3:16][O:17][C:18]1[N:23]=[CH:22][C:21]([C:2]2[N:6]3[N:7]=[CH:8][CH:9]=[CH:10][C:5]3=[N:4][C:3]=2[C:11]([O:13][CH2:14][CH3:15])=[O:12])=[CH:20][N:19]=1, predict the reactants needed to synthesize it. The reactants are: I[C:2]1[N:6]2[N:7]=[CH:8][CH:9]=[CH:10][C:5]2=[N:4][C:3]=1[C:11]([O:13][CH2:14][CH3:15])=[O:12].[CH3:16][O:17][C:18]1[N:23]=[CH:22][C:21](B(O)O)=[CH:20][N:19]=1.C(=O)([O-])[O-].[Na+].[Na+]. (2) Given the product [Cl:1][C:2]1[CH:7]=[CH:6][C:5]([N+:8]([O-:10])=[O:9])=[CH:4][C:3]=1[O:11][CH2:24][C:23]1[CH:26]=[CH:27][C:20]([O:19][CH3:18])=[CH:21][CH:22]=1, predict the reactants needed to synthesize it. The reactants are: [Cl:1][C:2]1[CH:7]=[CH:6][C:5]([N+:8]([O-:10])=[O:9])=[CH:4][C:3]=1[OH:11].C(=O)([O-])[O-].[K+].[K+].[CH3:18][O:19][C:20]1[CH:27]=[CH:26][C:23]([CH2:24]Br)=[CH:22][CH:21]=1. (3) Given the product [F:11][C:4]([F:3])([F:10])[C:5](=[O:7])[CH:13]=[C:12]([OH:14])[C:15]1[CH:28]=[CH:27][C:26]2[C:25]3[C:20](=[CH:21][CH:22]=[CH:23][CH:24]=3)[CH:19]=[CH:18][C:17]=2[CH:16]=1, predict the reactants needed to synthesize it. The reactants are: [H-].[Na+].[F:3][C:4]([F:11])([F:10])[C:5]([O:7]CC)=O.[C:12]([C:15]1[CH:28]=[CH:27][C:26]2[C:25]3[C:20](=[CH:21][CH:22]=[CH:23][CH:24]=3)[CH:19]=[CH:18][C:17]=2[CH:16]=1)(=[O:14])[CH3:13]. (4) Given the product [Cl:29][C:30]1[CH:31]=[C:32]([NH:33][C:2]2[C:7]([C:8]#[N:9])=[CH:6][N:5]=[CH:4][C:3]=2[C:10]2[CH:15]=[CH:14][CH:13]=[CH:12][C:11]=2[N+:16]([O-:18])=[O:17])[CH:34]=[CH:35][C:36]=1[F:37], predict the reactants needed to synthesize it. The reactants are: Cl[C:2]1[C:7]([C:8]#[N:9])=[CH:6][N:5]=[CH:4][C:3]=1[C:10]1[CH:15]=[CH:14][CH:13]=[CH:12][C:11]=1[N+:16]([O-:18])=[O:17].N1C(=O)CC[C@H]1C(O)=O.Cl.[Cl:29][C:30]1[CH:31]=[C:32]([CH:34]=[CH:35][C:36]=1[F:37])[NH2:33].Cl. (5) Given the product [CH2:1]([NH:3][C:4]([C:6]1([CH2:19][CH2:20][CH2:21][CH2:22][N:27]2[CH2:28][CH2:29][N:24]([C:30]3[CH:39]=[CH:38][C:37]4[C:32](=[CH:33][CH:34]=[CH:35][CH:36]=4)[N:31]=3)[CH2:25][CH2:26]2)[C:18]2[CH:17]=[CH:16][CH:15]=[CH:14][C:13]=2[C:12]2[C:7]1=[CH:8][CH:9]=[CH:10][CH:11]=2)=[O:5])[CH3:2], predict the reactants needed to synthesize it. The reactants are: [CH2:1]([NH:3][C:4]([C:6]1([CH2:19][CH2:20][CH2:21][CH2:22]Br)[C:18]2[CH:17]=[CH:16][CH:15]=[CH:14][C:13]=2[C:12]2[C:7]1=[CH:8][CH:9]=[CH:10][CH:11]=2)=[O:5])[CH3:2].[N:24]1([C:30]2[CH:39]=[CH:38][C:37]3[C:32](=[CH:33][CH:34]=[CH:35][CH:36]=3)[N:31]=2)[CH2:29][CH2:28][NH:27][CH2:26][CH2:25]1. (6) Given the product [Cl:10][C:9]1[CH:8]=[C:7]([Cl:11])[CH:6]=[C:5]2[C:4]=1[C:3](=[O:2])[C:14]([C:16]1[CH:21]=[CH:20][C:19]([O:22][CH3:23])=[CH:18][CH:17]=1)([CH3:15])[C:13](=[O:24])[NH:12]2, predict the reactants needed to synthesize it. The reactants are: C[O:2][C:3](=O)[C:4]1[C:9]([Cl:10])=[CH:8][C:7]([Cl:11])=[CH:6][C:5]=1[NH:12][C:13](=[O:24])[CH:14]([C:16]1[CH:21]=[CH:20][C:19]([O:22][CH3:23])=[CH:18][CH:17]=1)[CH3:15].[Li+].C[Si]([N-][Si](C)(C)C)(C)C.CCCCCC.